Dataset: Reaction yield outcomes from USPTO patents with 853,638 reactions. Task: Predict the reaction yield, written as a fraction of the theoretical maximum amount of product (1.0 means a 100% yield; for example, 0.34 means a 34% yield). (1) The reactants are [Cl:1][C:2]1[CH:7]=[CH:6][C:5]([C@H:8]([CH:31]2[CH2:33][CH2:32]2)[C:9]([F:30])([CH:13](O)[CH2:14][C:15]2[CH:20]=[CH:19][C:18]([F:21])=[C:17]([O:22][C:23]3[CH:28]=[CH:27][CH:26]=[CH:25][CH:24]=3)[CH:16]=2)C(O)=O)=[CH:4][CH:3]=1.S(Cl)(C1C=CC(C)=CC=1)(=O)=O. The catalyst is N1C(C)=CC(C)=CC=1C. The product is [Cl:1][C:2]1[CH:7]=[CH:6][C:5]([C@H:8]([CH:31]2[CH2:33][CH2:32]2)/[C:9](/[F:30])=[CH:13]/[CH2:14][C:15]2[CH:20]=[CH:19][C:18]([F:21])=[C:17]([O:22][C:23]3[CH:28]=[CH:27][CH:26]=[CH:25][CH:24]=3)[CH:16]=2)=[CH:4][CH:3]=1. The yield is 0.690. (2) The reactants are [CH2:1]([C:3]([C:16]1[CH:29]=[CH:28][C:19]([O:20][CH2:21][C:22](=[O:27])[C:23]([CH3:26])([CH3:25])[CH3:24])=[C:18]([CH3:30])[CH:17]=1)([C:6]1[S:10][C:9]2[CH:11]=[CH:12][C:13]([OH:15])=[CH:14][C:8]=2[CH:7]=1)[CH2:4][CH3:5])[CH3:2].CCN(CC)CC.[CH3:38][S:39](Cl)(=[O:41])=[O:40]. The product is [CH3:26][C:23]([CH3:25])([CH3:24])[C:22](=[O:27])[CH2:21][O:20][C:19]1[CH:28]=[CH:29][C:16]([C:3]([C:6]2[S:10][C:9]3[CH:11]=[CH:12][C:13]([O:15][S:39]([CH3:38])(=[O:41])=[O:40])=[CH:14][C:8]=3[CH:7]=2)([CH2:4][CH3:5])[CH2:1][CH3:2])=[CH:17][C:18]=1[CH3:30]. The catalyst is C(Cl)Cl. The yield is 0.620. (3) The reactants are [H-].[Na+].[CH2:3]([O:10][C:11]([N:13]([CH2:15][C:16]1[C:24]2[C:19](=[CH:20][CH:21]=[CH:22][CH:23]=2)[NH:18][CH:17]=1)[CH3:14])=[O:12])[C:4]1[CH:9]=[CH:8][CH:7]=[CH:6][CH:5]=1.[CH2:25](Br)[C:26]1[CH:31]=[CH:30][CH:29]=[CH:28][CH:27]=1. The catalyst is CN(C=O)C.O. The product is [CH2:3]([O:10][C:11]([N:13]([CH2:15][C:16]1[C:24]2[C:19](=[CH:20][CH:21]=[CH:22][CH:23]=2)[N:18]([CH2:25][C:26]2[CH:31]=[CH:30][CH:29]=[CH:28][CH:27]=2)[CH:17]=1)[CH3:14])=[O:12])[C:4]1[CH:9]=[CH:8][CH:7]=[CH:6][CH:5]=1. The yield is 0.930. (4) The reactants are [O:1]1[CH:5]=[CH:4][CH:3]=[C:2]1[C:6]1[O:7][C:8]([CH3:37])=[C:9]([CH2:11][O:12][C:13]2[CH:34]=[CH:33][C:16]([CH2:17][O:18][C:19]3[C:24]([CH:25]=O)=[CH:23][N:22]=[C:21]([C:27]4[CH:32]=[CH:31][CH:30]=[CH:29][CH:28]=4)[N:20]=3)=[CH:15][C:14]=2[O:35][CH3:36])[N:10]=1.[CH2:38](P(=O)(OCC)OCC)[P:39](=[O:46])([O:43][CH2:44][CH3:45])[O:40][CH2:41][CH3:42].[H-].[Na+].Cl. The catalyst is O.CN(C)C=O. The product is [O:1]1[CH:5]=[CH:4][CH:3]=[C:2]1[C:6]1[O:7][C:8]([CH3:37])=[C:9]([CH2:11][O:12][C:13]2[CH:34]=[CH:33][C:16]([CH2:17][O:18][C:19]3[C:24](/[CH:25]=[CH:38]\[P:39](=[O:46])([O:43][CH2:44][CH3:45])[O:40][CH2:41][CH3:42])=[CH:23][N:22]=[C:21]([C:27]4[CH:28]=[CH:29][CH:30]=[CH:31][CH:32]=4)[N:20]=3)=[CH:15][C:14]=2[O:35][CH3:36])[N:10]=1. The yield is 0.0700. (5) The product is [CH2:1]([O:8][C:9]([NH:11][CH2:12][CH2:13][O:14][NH2:15])=[O:10])[C:2]1[CH:3]=[CH:4][CH:5]=[CH:6][CH:7]=1. The catalyst is C(O)C. The reactants are [CH2:1]([O:8][C:9]([NH:11][CH2:12][CH2:13][O:14][N:15]1C(=O)C2=CC=CC=C2C1=O)=[O:10])[C:2]1[CH:7]=[CH:6][CH:5]=[CH:4][CH:3]=1.O1CCCC1.CN. The yield is 0.950. (6) The yield is 0.650. The reactants are [F:1][C:2]1[C:32]([F:33])=[CH:31][CH:30]=[CH:29][C:3]=1[CH2:4][NH:5][C:6]1[CH:11]=[C:10]([NH:12][C:13]2[CH:18]=[CH:17][C:16]([N:19]3[CH2:24][CH2:23][NH:22][CH2:21][CH2:20]3)=[CH:15][CH:14]=2)[N:9]=[CH:8][C:7]=1[CH2:25][C:26]([NH2:28])=[O:27].N1C=CC=CC=1.[CH3:40][S:41](Cl)(=[O:43])=[O:42].C(=O)(O)[O-].[Na+]. The product is [F:1][C:2]1[C:32]([F:33])=[CH:31][CH:30]=[CH:29][C:3]=1[CH2:4][NH:5][C:6]1[CH:11]=[C:10]([NH:12][C:13]2[CH:18]=[CH:17][C:16]([N:19]3[CH2:20][CH2:21][N:22]([S:41]([CH3:40])(=[O:43])=[O:42])[CH2:23][CH2:24]3)=[CH:15][CH:14]=2)[N:9]=[CH:8][C:7]=1[CH2:25][C:26]([NH2:28])=[O:27]. The catalyst is C(Cl)Cl.O. (7) The reactants are [Br:1][C:2]1[CH:19]=[CH:18][C:5]([CH2:6][CH:7]([C:13]([O:15][CH2:16][CH3:17])=[O:14])[C:8](OCC)=O)=[CH:4][CH:3]=1.[H-].[Na+].[I:22][C:23]1[CH:30]=[CH:29][C:26](CBr)=[CH:25][CH:24]=1.[Cl-].[NH4+].[Cl-].[Li+]. The catalyst is O.CN(C)C=O. The product is [Br:1][C:2]1[CH:3]=[CH:4][C:5]([CH2:6][CH:7]([CH2:8][C:26]2[CH:29]=[CH:30][C:23]([I:22])=[CH:24][CH:25]=2)[C:13]([O:15][CH2:16][CH3:17])=[O:14])=[CH:18][CH:19]=1. The yield is 0.840.